This data is from Full USPTO retrosynthesis dataset with 1.9M reactions from patents (1976-2016). The task is: Predict the reactants needed to synthesize the given product. Given the product [Cl:27][C:20]1[CH:19]=[C:18]([C:15]2[CH:16]=[CH:17][N:13]([CH2:12][C@@H:11]([NH:10][C:7]([C:5]3[N:6]=[C:2]([CH3:1])[NH:3][CH:4]=3)=[O:9])[CH3:28])[N:14]=2)[CH:25]=[C:24]([F:26])[C:21]=1[C:22]#[N:23], predict the reactants needed to synthesize it. The reactants are: [CH3:1][C:2]1[NH:3][CH:4]=[C:5]([C:7]([OH:9])=O)[N:6]=1.[NH2:10][C@@H:11]([CH3:28])[CH2:12][N:13]1[CH:17]=[CH:16][C:15]([C:18]2[CH:25]=[C:24]([F:26])[C:21]([C:22]#[N:23])=[C:20]([Cl:27])[CH:19]=2)=[N:14]1.